Dataset: Reaction yield outcomes from USPTO patents with 853,638 reactions. Task: Predict the reaction yield, written as a fraction of the theoretical maximum amount of product (1.0 means a 100% yield; for example, 0.34 means a 34% yield). (1) The reactants are [S:1]1[C:5]2[CH:6]=[C:7]([N:10]3[CH2:14][CH2:13][NH:12][C:11]3=[O:15])[CH:8]=[CH:9][C:4]=2[N:3]=[CH:2]1.Br[C:17]1[CH:18]=[N:19][CH:20]=[CH:21][C:22]=1[C:23]([OH:26])([CH3:25])[CH3:24].N[C@@H]1CCCC[C@H]1N.P([O-])([O-])([O-])=O.[K+].[K+].[K+]. The catalyst is [Cu](I)I.O1CCOCC1. The product is [S:1]1[C:5]2[CH:6]=[C:7]([N:10]3[CH2:14][CH2:13][N:12]([C:17]4[CH:18]=[N:19][CH:20]=[CH:21][C:22]=4[C:23]([OH:26])([CH3:25])[CH3:24])[C:11]3=[O:15])[CH:8]=[CH:9][C:4]=2[N:3]=[CH:2]1. The yield is 0.190. (2) The reactants are [N+:1]([C:4]1[CH:12]=[C:11]2[C:7]([CH:8]=[N:9][NH:10]2)=[CH:6][CH:5]=1)([O-:3])=[O:2].CC([O-])(C)C.[K+].[C:19]1([S:29](Cl)(=[O:31])=[O:30])[C:28]2[C:23](=[CH:24][CH:25]=[CH:26][CH:27]=2)[CH:22]=[CH:21][CH:20]=1.O. The catalyst is C1COCC1. The product is [C:19]1([S:29]([N:10]2[C:11]3[C:7](=[CH:6][CH:5]=[C:4]([N+:1]([O-:3])=[O:2])[CH:12]=3)[CH:8]=[N:9]2)(=[O:31])=[O:30])[C:28]2[C:23](=[CH:24][CH:25]=[CH:26][CH:27]=2)[CH:22]=[CH:21][CH:20]=1. The yield is 0.830. (3) The catalyst is O1CCOCC1.O.C1C=CC(P(C2C=CC=CC=2)[C-]2C=CC=C2)=CC=1.C1C=CC(P(C2C=CC=CC=2)[C-]2C=CC=C2)=CC=1.Cl[Pd]Cl.[Fe+2].C(Cl)Cl. The yield is 0.420. The product is [CH:11]([N:8]1[C:9]2[CH:10]=[C:2]([C:33]3[CH:32]=[N:31][C:30]([CH3:29])=[N:35][CH:34]=3)[CH:3]=[C:4]([C:14]([NH:16][CH2:17][C:18]3[C:19](=[O:28])[NH:20][C:21]([CH3:27])=[CH:22][C:23]=3[CH2:24][CH2:25][CH3:26])=[O:15])[C:5]=2[CH:6]=[N:7]1)([CH3:13])[CH3:12]. The reactants are Br[C:2]1[CH:3]=[C:4]([C:14]([NH:16][CH2:17][C:18]2[C:19](=[O:28])[NH:20][C:21]([CH3:27])=[CH:22][C:23]=2[CH2:24][CH2:25][CH3:26])=[O:15])[C:5]2[CH:6]=[N:7][N:8]([CH:11]([CH3:13])[CH3:12])[C:9]=2[CH:10]=1.[CH3:29][C:30]1[N:35]=[CH:34][C:33](B2OC(C)(C)C(C)(C)O2)=[CH:32][N:31]=1.C(=O)(O)[O-].[Na+].